Dataset: NCI-60 drug combinations with 297,098 pairs across 59 cell lines. Task: Regression. Given two drug SMILES strings and cell line genomic features, predict the synergy score measuring deviation from expected non-interaction effect. (1) Drug 1: CN(C)C(=N)N=C(N)N. Drug 2: CCN(CC)CCNC(=O)C1=C(NC(=C1C)C=C2C3=C(C=CC(=C3)F)NC2=O)C. Cell line: HT29. Synergy scores: CSS=50.0, Synergy_ZIP=8.94, Synergy_Bliss=10.7, Synergy_Loewe=-18.0, Synergy_HSA=10.8. (2) Drug 1: CC12CCC3C(C1CCC2=O)CC(=C)C4=CC(=O)C=CC34C. Drug 2: COCCOC1=C(C=C2C(=C1)C(=NC=N2)NC3=CC=CC(=C3)C#C)OCCOC.Cl. Cell line: UACC62. Synergy scores: CSS=36.8, Synergy_ZIP=0.462, Synergy_Bliss=1.50, Synergy_Loewe=1.90, Synergy_HSA=2.16.